From a dataset of NCI-60 drug combinations with 297,098 pairs across 59 cell lines. Regression. Given two drug SMILES strings and cell line genomic features, predict the synergy score measuring deviation from expected non-interaction effect. (1) Drug 1: CN1C(=O)N2C=NC(=C2N=N1)C(=O)N. Drug 2: CN1C2=C(C=C(C=C2)N(CCCl)CCCl)N=C1CCCC(=O)O.Cl. Cell line: MALME-3M. Synergy scores: CSS=-1.48, Synergy_ZIP=6.92, Synergy_Bliss=2.04, Synergy_Loewe=-0.108, Synergy_HSA=-0.692. (2) Synergy scores: CSS=35.0, Synergy_ZIP=4.64, Synergy_Bliss=4.39, Synergy_Loewe=-21.6, Synergy_HSA=1.60. Drug 2: C1CC(=O)NC(=O)C1N2C(=O)C3=CC=CC=C3C2=O. Cell line: HCT116. Drug 1: C1CN1C2=NC(=NC(=N2)N3CC3)N4CC4. (3) Drug 1: COC1=CC(=CC(=C1O)OC)C2C3C(COC3=O)C(C4=CC5=C(C=C24)OCO5)OC6C(C(C7C(O6)COC(O7)C8=CC=CS8)O)O. Drug 2: CC1=C2C(C(=O)C3(C(CC4C(C3C(C(C2(C)C)(CC1OC(=O)C(C(C5=CC=CC=C5)NC(=O)OC(C)(C)C)O)O)OC(=O)C6=CC=CC=C6)(CO4)OC(=O)C)O)C)O. Cell line: MDA-MB-231. Synergy scores: CSS=36.9, Synergy_ZIP=-15.4, Synergy_Bliss=-10.6, Synergy_Loewe=-8.18, Synergy_HSA=-5.58. (4) Drug 1: CC(C1=C(C=CC(=C1Cl)F)Cl)OC2=C(N=CC(=C2)C3=CN(N=C3)C4CCNCC4)N. Drug 2: CCC1=C2CN3C(=CC4=C(C3=O)COC(=O)C4(CC)O)C2=NC5=C1C=C(C=C5)O. Cell line: NCI-H460. Synergy scores: CSS=41.0, Synergy_ZIP=2.35, Synergy_Bliss=5.55, Synergy_Loewe=0.368, Synergy_HSA=6.47. (5) Drug 2: CCN(CC)CCCC(C)NC1=C2C=C(C=CC2=NC3=C1C=CC(=C3)Cl)OC. Drug 1: CN(C)N=NC1=C(NC=N1)C(=O)N. Cell line: HCT116. Synergy scores: CSS=40.2, Synergy_ZIP=1.74, Synergy_Bliss=0.864, Synergy_Loewe=1.51, Synergy_HSA=2.01.